From a dataset of Catalyst prediction with 721,799 reactions and 888 catalyst types from USPTO. Predict which catalyst facilitates the given reaction. (1) Reactant: [F:1][C:2]([F:14])([F:13])[O:3][C:4]1[CH:12]=[CH:11][C:7]([CH:8]=[N:9]O)=[CH:6][CH:5]=1.[ClH:15]. Product: [ClH:15].[F:1][C:2]([F:13])([F:14])[O:3][C:4]1[CH:12]=[CH:11][C:7]([CH2:8][NH2:9])=[CH:6][CH:5]=1. The catalyst class is: 50. (2) Reactant: Cl.Cl.[S:3]1[CH:7]=[C:6]([CH2:8][N:9]2[CH2:13][C@@H:12]([C:14]3[CH:19]=[CH:18][C:17]([F:20])=[C:16]([F:21])[CH:15]=3)[C@H:11]([NH2:22])[CH2:10]2)[N:5]=[N:4]1.[C:23]1([N:29]2[C:33]([NH:34][C:35](=O)[O:36]C3C=CC=CC=3)=[C:32]3[CH2:44][CH2:45][CH2:46][C:31]3=[N:30]2)[CH:28]=[CH:27][CH:26]=[CH:25][CH:24]=1.CCN(C(C)C)C(C)C. Product: [S:3]1[CH:7]=[C:6]([CH2:8][N:9]2[CH2:13][C@@H:12]([C:14]3[CH:19]=[CH:18][C:17]([F:20])=[C:16]([F:21])[CH:15]=3)[C@H:11]([NH:22][C:35]([NH:34][C:33]3[N:29]([C:23]4[CH:24]=[CH:25][CH:26]=[CH:27][CH:28]=4)[N:30]=[C:31]4[CH2:46][CH2:45][CH2:44][C:32]=34)=[O:36])[CH2:10]2)[N:5]=[N:4]1. The catalyst class is: 3.